From a dataset of Reaction yield outcomes from USPTO patents with 853,638 reactions. Predict the reaction yield, written as a fraction of the theoretical maximum amount of product (1.0 means a 100% yield; for example, 0.34 means a 34% yield). The reactants are ClC1C=C(NN=C(Cl)S(C)(=O)=O)C=CC=1.IC1C=CC(N2CCC=C(N3CCOCC3)C2=O)=CC=1.C(N(CC)CC)C.[Cl:43][C:44]1[CH:45]=[C:46]([N:50]2[C:54]3(N4CCOCC4)[C:55](=[O:66])[N:56]([C:59]4[CH:64]=[CH:63][C:62]([I:65])=[CH:61][CH:60]=4)[CH2:57][CH2:58][CH:53]3[C:52]([S:73]([CH3:76])(=[O:75])=[O:74])=[N:51]2)[CH:47]=[CH:48][CH:49]=1. The catalyst is C1(C)C=CC=CC=1. The product is [Cl:43][C:44]1[CH:45]=[C:46]([N:50]2[C:54]3[C:55](=[O:66])[N:56]([C:59]4[CH:60]=[CH:61][C:62]([I:65])=[CH:63][CH:64]=4)[CH2:57][CH2:58][C:53]=3[C:52]([S:73]([CH3:76])(=[O:75])=[O:74])=[N:51]2)[CH:47]=[CH:48][CH:49]=1. The yield is 0.640.